From a dataset of Full USPTO retrosynthesis dataset with 1.9M reactions from patents (1976-2016). Predict the reactants needed to synthesize the given product. (1) The reactants are: Cl[C:2]1[C:3](=[O:18])[N:4]([CH:15]([CH3:17])[CH3:16])[S:5](=[O:14])(=[O:13])[C:6]=1[C:7]1[CH:12]=[CH:11][CH:10]=[CH:9][CH:8]=1.[NH2:19][CH2:20][CH2:21][C:22]1[CH:27]=[C:26]([O:28][CH3:29])[C:25]([OH:30])=[C:24]([O:31][CH3:32])[CH:23]=1. Given the product [OH:30][C:25]1[C:24]([O:31][CH3:32])=[CH:23][C:22]([CH2:21][CH2:20][NH:19][C:2]2[C:3](=[O:18])[N:4]([CH:15]([CH3:17])[CH3:16])[S:5](=[O:14])(=[O:13])[C:6]=2[C:7]2[CH:12]=[CH:11][CH:10]=[CH:9][CH:8]=2)=[CH:27][C:26]=1[O:28][CH3:29], predict the reactants needed to synthesize it. (2) Given the product [F:1][C:2]1[CH:3]=[CH:4][C:5]([O:12][Si:14]([CH3:17])([CH3:16])[CH3:15])=[C:6]([S:8]([O:11][Si:14]([CH3:17])([CH3:16])[CH3:15])(=[O:10])=[O:9])[CH:7]=1, predict the reactants needed to synthesize it. The reactants are: [F:1][C:2]1[CH:3]=[CH:4][C:5]([OH:12])=[C:6]([S:8]([OH:11])(=[O:10])=[O:9])[CH:7]=1.Cl[Si:14]([CH3:17])([CH3:16])[CH3:15].Cl. (3) Given the product [CH3:16][C:12]1[CH:11]=[C:10]([NH:25][CH2:24][CH2:23][C:17]2[CH2:22][CH2:21][CH2:20][CH2:19][CH:18]=2)[CH:15]=[CH:14][CH:13]=1, predict the reactants needed to synthesize it. The reactants are: [O-]P([O-])([O-])=O.[K+].[K+].[K+].I[C:10]1[CH:11]=[C:12]([CH3:16])[CH:13]=[CH:14][CH:15]=1.[C:17]1([CH2:23][CH2:24][NH2:25])[CH2:22][CH2:21][CH2:20][CH2:19][CH:18]=1.C(O)CO.N. (4) Given the product [Cl:22][CH2:2][C:3]1[N:4]=[C:5]([C:9]2[CH:14]=[CH:13][C:12]([C:15]([F:18])([F:17])[F:16])=[CH:11][CH:10]=2)[O:6][C:7]=1[CH3:8], predict the reactants needed to synthesize it. The reactants are: Cl.[CH3:2][C:3]1[N+:4]([O-])=[C:5]([C:9]2[CH:14]=[CH:13][C:12]([C:15]([F:18])([F:17])[F:16])=[CH:11][CH:10]=2)[O:6][C:7]=1[CH3:8].O=P(Cl)(Cl)[Cl:22].O. (5) The reactants are: [CH3:1][O:2][C:3](=[O:16])[C:4]([O:7][C:8]1[CH:13]=[CH:12][C:11]([OH:14])=[CH:10][C:9]=1[CH3:15])([CH3:6])[CH3:5].[C:17]1(C=CC(O)=CC=1)O. Given the product [CH3:1][O:2][C:3](=[O:16])[C:4]([O:7][C:8]1[CH:13]=[CH:12][C:11]([OH:14])=[C:10]([CH3:17])[C:9]=1[CH3:15])([CH3:6])[CH3:5], predict the reactants needed to synthesize it. (6) Given the product [Br:31][CH2:13][C:12]([C:10]1[CH:9]=[CH:8][C:6]2[O:7][C:2]([CH3:15])([CH3:1])[O:3][CH2:4][C:5]=2[CH:11]=1)=[O:14], predict the reactants needed to synthesize it. The reactants are: [CH3:1][C:2]1([CH3:15])[O:7][C:6]2[CH:8]=[CH:9][C:10]([C:12](=[O:14])[CH3:13])=[CH:11][C:5]=2[CH2:4][O:3]1.C[Si]([N-][Si](C)(C)C)(C)C.[Na+].C[Si](Cl)(C)C.[Br:31]Br. (7) Given the product [CH3:42][O:43][C:44](=[O:49])[CH2:45][CH2:46][CH2:47][N:21]1[CH2:22][CH2:23][CH2:24][CH:20]1[CH2:19][O:18][C:16]1[C:17]2[C:9]([C:6]3[CH:5]=[CH:4][C:3]([O:2][CH3:1])=[CH:8][CH:7]=3)=[C:10]([C:25]3[CH:30]=[CH:29][CH:28]=[CH:27][CH:26]=3)[O:11][C:12]=2[N:13]=[CH:14][N:15]=1, predict the reactants needed to synthesize it. The reactants are: [CH3:1][O:2][C:3]1[CH:8]=[CH:7][C:6]([C:9]2[C:17]3[C:16]([O:18][CH2:19][CH:20]4[CH2:24][CH2:23][CH2:22][NH:21]4)=[N:15][CH:14]=[N:13][C:12]=3[O:11][C:10]=2[C:25]2[CH:30]=[CH:29][CH:28]=[CH:27][CH:26]=2)=[CH:5][CH:4]=1.CCN(C(C)C)C(C)C.[I-].[K+].[CH3:42][O:43][C:44](=[O:49])[CH2:45][CH2:46][CH2:47]Br. (8) Given the product [NH2:1][C:4]1[CH:5]=[C:6]([C:14]([O:16][CH3:17])=[O:15])[C:7]2[CH2:8][CH2:9][CH2:10][CH2:11][C:12]=2[CH:13]=1, predict the reactants needed to synthesize it. The reactants are: [N+:1]([C:4]1[CH:5]=[C:6]([C:14]([O:16][CH3:17])=[O:15])[C:7]2[CH2:8][CH2:9][CH2:10][CH2:11][C:12]=2[CH:13]=1)([O-])=O.[N+](C1C2CCCCC=2C(C(OC)=O)=CC=1)([O-])=O. (9) Given the product [C:21]([C:23]1[CH:28]=[CH:27][C:26]([C:2]2[C:11]([N:12]([CH:14]([CH3:16])[CH3:15])[CH3:13])=[N:10][C:9]3[C:4](=[CH:5][CH:6]=[C:7]([C:17]([OH:19])=[O:18])[CH:8]=3)[N:3]=2)=[CH:25][CH:24]=1)#[N:22], predict the reactants needed to synthesize it. The reactants are: Cl[C:2]1[C:11]([N:12]([CH:14]([CH3:16])[CH3:15])[CH3:13])=[N:10][C:9]2[C:4](=[CH:5][CH:6]=[C:7]([C:17]([O:19]C)=[O:18])[CH:8]=2)[N:3]=1.[C:21]([C:23]1[CH:28]=[CH:27][C:26](B(O)O)=[CH:25][CH:24]=1)#[N:22].[O-]P([O-])([O-])=O.[K+].[K+].[K+].